This data is from Forward reaction prediction with 1.9M reactions from USPTO patents (1976-2016). The task is: Predict the product of the given reaction. (1) Given the reactants C(OC([N:8]1[CH2:12][CH:11]([C:13]2[CH:18]=[CH:17][CH:16]=[CH:15][CH:14]=2)[CH:10]([CH2:19][N:20]2[CH2:38][CH2:37][C:23]3([C:27](=[O:28])[N:26]([CH2:29][C:30]4[CH:35]=[CH:34][C:33]([Br:36])=[CH:32][CH:31]=4)[CH2:25][CH2:24]3)[CH2:22][CH2:21]2)[CH2:9]1)=O)(C)(C)C.C(Cl)Cl.C(O)(C(F)(F)F)=O, predict the reaction product. The product is: [Br:36][C:33]1[CH:32]=[CH:31][C:30]([CH2:29][N:26]2[CH2:25][CH2:24][C:23]3([CH2:22][CH2:21][N:20]([CH2:19][CH:10]4[CH:11]([C:13]5[CH:18]=[CH:17][CH:16]=[CH:15][CH:14]=5)[CH2:12][NH:8][CH2:9]4)[CH2:38][CH2:37]3)[C:27]2=[O:28])=[CH:35][CH:34]=1. (2) The product is: [Cl:38][C:39]([Cl:44])([Cl:43])[C:40]([C:3]1[N:4]2[C:5]([CH2:6][N:7]([C:15]([C:17]3[CH:22]=[CH:21][C:20]([C:23]4[CH:28]=[CH:27][CH:26]=[CH:25][C:24]=4[CH3:29])=[C:19]([CH3:30])[CH:18]=3)=[O:16])[C:8]3[CH:14]=[CH:13][CH:12]=[CH:11][C:9]=3[CH2:10]2)=[CH:1][CH:2]=1)=[O:41]. Given the reactants [CH:1]1[CH:2]=[CH:3][N:4]2[CH2:10][C:9]3[CH:11]=[CH:12][CH:13]=[CH:14][C:8]=3[N:7]([C:15]([C:17]3[CH:22]=[CH:21][C:20]([C:23]4[CH:28]=[CH:27][CH:26]=[CH:25][C:24]=4[CH3:29])=[C:19]([CH3:30])[CH:18]=3)=[O:16])[CH2:6][C:5]=12.C(N(CC)CC)C.[Cl:38][C:39]([Cl:44])([Cl:43])[C:40](Cl)=[O:41], predict the reaction product. (3) Given the reactants [CH3:1][O:2][C:3]1[CH:4]=[C:5]([CH:21]=[CH:22][C:23]=1[O:24][CH2:25][C:26]1[N:27]=[C:28]([C:32]2[CH:37]=[CH:36][CH:35]=[CH:34][CH:33]=2)[O:29][C:30]=1[CH3:31])[CH2:6][O:7][C:8]1[C:12]([CH:13]=O)=[CH:11][N:10]([C:15]2[CH:20]=[CH:19][CH:18]=[CH:17][CH:16]=2)[N:9]=1.Cl.NO.[N:41]1C=CC=CC=1.Cl, predict the reaction product. The product is: [CH3:1][O:2][C:3]1[CH:4]=[C:5]([CH:21]=[CH:22][C:23]=1[O:24][CH2:25][C:26]1[N:27]=[C:28]([C:32]2[CH:37]=[CH:36][CH:35]=[CH:34][CH:33]=2)[O:29][C:30]=1[CH3:31])[CH2:6][O:7][C:8]1[C:12]([C:13]#[N:41])=[CH:11][N:10]([C:15]2[CH:20]=[CH:19][CH:18]=[CH:17][CH:16]=2)[N:9]=1. (4) The product is: [CH3:1][C:2]1([CH3:19])[CH2:11][C:6]2([O:10][CH2:9][CH2:8][O:7]2)[CH2:5][CH:4]([C:12]([O:14][CH2:15][CH2:16][CH2:17][CH3:18])=[O:13])[O:3]1. Given the reactants [CH3:1][C:2]1([CH3:19])[CH2:11][C:6]2([O:10][CH2:9][CH2:8][O:7]2)[CH:5]=[C:4]([C:12]([O:14][CH2:15][CH2:16][CH2:17][CH3:18])=[O:13])[O:3]1.OCC1(OC[C@@H](O)[C@@H](O)[C@H]1O)O.[H][H], predict the reaction product. (5) Given the reactants [CH:1](=O)[C:2]1[C:3](=[CH:5][CH:6]=[CH:7][CH:8]=1)[OH:4].[Cl:10][C:11]1[CH:24]=[C:23]([Cl:25])[CH:22]=[CH:21][C:12]=1[CH2:13][S:14]([CH2:17][C:18](O)=[O:19])(=[O:16])=[O:15], predict the reaction product. The product is: [Cl:10][C:11]1[CH:24]=[C:23]([Cl:25])[CH:22]=[CH:21][C:12]=1[CH2:13][S:14]([C:17]1[C:18](=[O:19])[O:4][C:3]2[C:2]([CH:1]=1)=[CH:8][CH:7]=[CH:6][CH:5]=2)(=[O:15])=[O:16]. (6) Given the reactants Br[C:2]1[CH:3]=[C:4]([CH:9]=[C:10](Br)[CH:11]=1)[C:5]([O:7][CH3:8])=[O:6].[CH3:13][O:14][CH2:15]/[CH:16]=[CH:17]/B1OC(C)(C)C(C)(C)O1.[C:27]1(P(C2C=CC=CC=2)C2C=CC=CC=2)[CH:32]=CC=C[CH:28]=1.[C:46](=O)([O-])[O-:47].[Na+].[Na+], predict the reaction product. The product is: [CH3:46][O:47][CH2:28]/[CH:27]=[CH:32]/[C:2]1[CH:3]=[C:4]([CH:9]=[C:10](/[CH:17]=[CH:16]/[CH2:15][O:14][CH3:13])[CH:11]=1)[C:5]([O:7][CH3:8])=[O:6]. (7) The product is: [CH3:23][O:22][C:3]1[C:2]([C:24]2[CH:29]=[CH:28][CH:27]=[CH:26][CH:25]=2)=[CH:11][C:10]2[N:9]=[CH:8][C:7]([C:12]3[CH:17]=[CH:16][CH:15]=[CH:14][CH:13]=3)=[N:6][C:5]=2[C:4]=1[C:18]([O:20][CH3:21])=[O:19]. Given the reactants Br[C:2]1[C:3]([O:22][CH3:23])=[C:4]([C:18]([O:20][CH3:21])=[O:19])[C:5]2[N:6]=[C:7]([C:12]3[CH:17]=[CH:16][CH:15]=[CH:14][CH:13]=3)[CH:8]=[N:9][C:10]=2[CH:11]=1.[C:24]1(B(O)O)[CH:29]=[CH:28][CH:27]=[CH:26][CH:25]=1.C(=O)([O-])[O-].[K+].[K+], predict the reaction product.